This data is from Catalyst prediction with 721,799 reactions and 888 catalyst types from USPTO. The task is: Predict which catalyst facilitates the given reaction. (1) Reactant: [C:1]([C:3]1[CH:4]=[C:5]([OH:9])[CH:6]=[CH:7][CH:8]=1)#[N:2].[ClH:10].[H][H]. Product: [ClH:10].[OH:9][C:5]1[CH:4]=[C:3]([CH2:1][NH2:2])[CH:8]=[CH:7][CH:6]=1. The catalyst class is: 43. (2) Reactant: [CH3:1][N:2]1[C:10]2[CH2:9][CH2:8][CH:7]=[C:6]([C:11]([O:13][CH3:14])=[O:12])[C:5]=2[CH:4]=[N:3]1.[BH4-].[Na+]. The catalyst class is: 652. Product: [CH3:1][N:2]1[C:10]2[CH2:9][CH2:8][CH2:7][CH:6]([C:11]([O:13][CH3:14])=[O:12])[C:5]=2[CH:4]=[N:3]1. (3) Reactant: [NH2:1][CH2:2][C:3]1[C:8]([CH2:9][CH3:10])=[N:7][C:6]2[N:11]([CH2:14][CH3:15])[N:12]=[CH:13][C:5]=2[C:4]=1[NH:16][CH:17]1[CH2:22][CH2:21][O:20][CH2:19][CH2:18]1.[Cl:23][CH2:24][C:25]1[CH:26]=[C:27]([CH:31]=[CH:32][CH:33]=1)[C:28](O)=[O:29].C(Cl)CCl.C1C=CC2N(O)N=NC=2C=1.CCN(CC)CC. The catalyst class is: 2. Product: [Cl:23][CH2:24][C:25]1[CH:26]=[C:27]([CH:31]=[CH:32][CH:33]=1)[C:28]([NH:1][CH2:2][C:3]1[C:4]([NH:16][CH:17]2[CH2:18][CH2:19][O:20][CH2:21][CH2:22]2)=[C:5]2[CH:13]=[N:12][N:11]([CH2:14][CH3:15])[C:6]2=[N:7][C:8]=1[CH2:9][CH3:10])=[O:29]. (4) Reactant: [CH3:1][C:2]1[CH:7]=[CH:6][C:5]([S:8]([N:11]2[C:15]3[N:16]=[C:17]([NH:26][C:27]4[CH:39]=[CH:38][C:30]([C:31]([O:33]C(C)(C)C)=[O:32])=[CH:29][CH:28]=4)[N:18]=[C:19]([NH:20][CH2:21][C:22]([F:25])([F:24])[F:23])[C:14]=3[CH:13]=[CH:12]2)(=[O:10])=[O:9])=[CH:4][CH:3]=1.C(O)(C(F)(F)F)=O. Product: [CH3:1][C:2]1[CH:3]=[CH:4][C:5]([S:8]([N:11]2[C:15]3[N:16]=[C:17]([NH:26][C:27]4[CH:28]=[CH:29][C:30]([C:31]([OH:33])=[O:32])=[CH:38][CH:39]=4)[N:18]=[C:19]([NH:20][CH2:21][C:22]([F:24])([F:25])[F:23])[C:14]=3[CH:13]=[CH:12]2)(=[O:9])=[O:10])=[CH:6][CH:7]=1. The catalyst class is: 2. (5) Reactant: [C:1]([C:3]1[CH:4]=[CH:5][C:6]([N:9]([CH3:13])[C:10](Cl)=[O:11])=[N:7][CH:8]=1)#[N:2].[Br:14][C:15]1[CH:16]=[N:17][N:18]2[CH2:23][CH2:22][NH:21][CH2:20][C:19]=12.C(N(CC)CC)C.O. Product: [Br:14][C:15]1[CH:16]=[N:17][N:18]2[CH2:23][CH2:22][N:21]([C:10]([N:9]([C:6]3[CH:5]=[CH:4][C:3]([C:1]#[N:2])=[CH:8][N:7]=3)[CH3:13])=[O:11])[CH2:20][C:19]=12. The catalyst class is: 527. (6) Product: [O:1]1[CH:5]=[CH:4][N:3]=[C:2]1[C:6]1[CH:13]=[CH:12][C:9]([CH:10]=[N+:20]([C:14]2[CH:19]=[CH:18][CH:17]=[CH:16][CH:15]=2)[O-:21])=[CH:8][CH:7]=1. The catalyst class is: 8. Reactant: [O:1]1[CH:5]=[CH:4][N:3]=[C:2]1[C:6]1[CH:13]=[CH:12][C:9]([CH:10]=O)=[CH:8][CH:7]=1.[C:14]1([NH:20][OH:21])[CH:19]=[CH:18][CH:17]=[CH:16][CH:15]=1.